Dataset: CYP2C9 inhibition data for predicting drug metabolism from PubChem BioAssay. Task: Regression/Classification. Given a drug SMILES string, predict its absorption, distribution, metabolism, or excretion properties. Task type varies by dataset: regression for continuous measurements (e.g., permeability, clearance, half-life) or binary classification for categorical outcomes (e.g., BBB penetration, CYP inhibition). Dataset: cyp2c9_veith. (1) The compound is CCOC(=O)Cc1nnc(NC(=O)CSc2ccc(C)cc2)s1. The result is 1 (inhibitor). (2) The drug is CCOC(=O)C(C)Sc1ncc(OC)c(Sc2ccc(Cl)cc2)n1. The result is 1 (inhibitor). (3) The molecule is Cc1ncsc1C(=O)N1N=C2/C(=C/c3ccccc3)CCCC2C1c1ccccc1. The result is 1 (inhibitor). (4) The molecule is Cc1ccc(-n2c(Cc3cccn3C)nnc2SCC(=O)N2CCc3ccccc32)cc1. The result is 1 (inhibitor). (5) The drug is COc1ccccc1CNc1nc(-c2cccnc2)nc2ccccc12. The result is 1 (inhibitor). (6) The drug is O=C(NCCCN1CCCCCC1)C1CC(=O)N(C2CCCC2)C1. The result is 0 (non-inhibitor).